This data is from Forward reaction prediction with 1.9M reactions from USPTO patents (1976-2016). The task is: Predict the product of the given reaction. (1) Given the reactants C([O:3][C:4](=[O:34])[CH2:5][S:6][C:7]1[S:11][C:10]([NH:12][C:13]([N:15]([C:22]2[CH:30]=[C:29]3[C:25]([CH2:26][CH2:27][N:28]3[C:31](=[O:33])[CH3:32])=[CH:24][CH:23]=2)[CH2:16][CH:17]2[CH2:21][CH2:20][CH2:19][CH2:18]2)=[O:14])=[N:9][CH:8]=1)C.C1(CN(C2C=CC(S(C)(=O)=O)=CC=2)C(=O)NC2SC=C(CC(O)=O)N=2)CCCC1.C1(CNC2C=C3C(CCN3C(=O)C)=CC=2)CCCC1.C(OC(=O)CSC1SC(N)=NC=1)C, predict the reaction product. The product is: [C:31]([N:28]1[C:29]2[C:25](=[CH:24][CH:23]=[C:22]([N:15]([CH2:16][CH:17]3[CH2:21][CH2:20][CH2:19][CH2:18]3)[C:13](=[O:14])[NH:12][C:10]3[S:11][C:7]([S:6][CH2:5][C:4]([OH:34])=[O:3])=[CH:8][N:9]=3)[CH:30]=2)[CH2:26][CH2:27]1)(=[O:33])[CH3:32]. (2) The product is: [NH2:24][C:21]1[N:20]=[CH:19][C:18]([C:17]#[C:16][C:15]2[C:10]([C:7]3[CH:8]=[CH:9][C:4]([C:3]([OH:27])=[O:2])=[C:5]([Cl:26])[CH:6]=3)=[N:11][CH:12]=[N:13][C:14]=2[CH3:25])=[CH:23][CH:22]=1. Given the reactants C[O:2][C:3](=[O:27])[C:4]1[CH:9]=[CH:8][C:7]([C:10]2[C:15]([C:16]#[C:17][C:18]3[CH:19]=[N:20][C:21]([NH2:24])=[CH:22][CH:23]=3)=[C:14]([CH3:25])[N:13]=[CH:12][N:11]=2)=[CH:6][C:5]=1[Cl:26].[Li+].[OH-], predict the reaction product. (3) Given the reactants [Cl:1][C:2]1[CH:7]=[CH:6][C:5]([N:8]=[C:9]=[O:10])=[CH:4][CH:3]=1.[CH2:11]([O:13][C:14]([C:16]1([CH2:21][O:22][C:23]2[CH:28]=[CH:27][C:26]([C:29]3[CH:34]=[CH:33][C:32]([F:35])=[CH:31][CH:30]=3)=[CH:25][CH:24]=2)[CH2:20][CH2:19][NH:18][CH2:17]1)=[O:15])[CH3:12], predict the reaction product. The product is: [CH2:11]([O:13][C:14]([C:16]1([CH2:21][O:22][C:23]2[CH:28]=[CH:27][C:26]([C:29]3[CH:30]=[CH:31][C:32]([F:35])=[CH:33][CH:34]=3)=[CH:25][CH:24]=2)[CH2:20][CH2:19][N:18]([C:9](=[O:10])[NH:8][C:5]2[CH:6]=[CH:7][C:2]([Cl:1])=[CH:3][CH:4]=2)[CH2:17]1)=[O:15])[CH3:12]. (4) Given the reactants [CH2:1]([S:4]([N:7]([C:14]1[CH:19]=[C:18]([F:20])[C:17]([F:21])=[C:16]([C:22]([C:24]2[CH:25]=[C:26]3[C:31](=[CH:32][CH:33]=2)[N:30]=[CH:29][C:28]([N:34]2[CH2:39][CH2:38][O:37][CH2:36][CH2:35]2)=[N:27]3)=[O:23])[C:15]=1[F:40])S(CCC)(=O)=O)(=[O:6])=[O:5])[CH2:2][CH3:3].[OH-].[Na+], predict the reaction product. The product is: [F:40][C:15]1[C:16]([C:22]([C:24]2[CH:25]=[C:26]3[C:31](=[CH:32][CH:33]=2)[N:30]=[CH:29][C:28]([N:34]2[CH2:39][CH2:38][O:37][CH2:36][CH2:35]2)=[N:27]3)=[O:23])=[C:17]([F:21])[C:18]([F:20])=[CH:19][C:14]=1[NH:7][S:4]([CH2:1][CH2:2][CH3:3])(=[O:5])=[O:6]. (5) The product is: [Br:8][C:9]1[CH:10]=[C:11]([C:12](=[O:14])[S:28][CH2:26][CH3:27])[CH:15]=[CH:16][N:17]=1. Given the reactants C(N(CC)CC)C.[Br:8][C:9]1[CH:10]=[C:11]([CH:15]=[CH:16][N:17]=1)[C:12]([OH:14])=O.ClC(OCC(C)C)=O.[CH2:26]([SH:28])[CH3:27], predict the reaction product.